From a dataset of Catalyst prediction with 721,799 reactions and 888 catalyst types from USPTO. Predict which catalyst facilitates the given reaction. (1) Reactant: [F:1][C:2]([F:14])([F:13])[O:3][C:4]1[CH:9]=[CH:8][C:7]([CH2:10][C:11]#[N:12])=[CH:6][CH:5]=1.N.[H][H]. Product: [F:1][C:2]([F:13])([F:14])[O:3][C:4]1[CH:5]=[CH:6][C:7]([CH2:10][CH2:11][NH2:12])=[CH:8][CH:9]=1. The catalyst class is: 227. (2) Product: [CH3:26][S:27]([O:1][CH2:2][C:3]1[CH:4]=[CH:5][CH:6]=[C:7]([NH:9][C:10]([O:11][C:12]([CH3:13])([CH3:15])[CH3:14])=[O:16])[N:8]=1)(=[O:29])=[O:28]. Reactant: [OH:1][CH2:2][C:3]1[N:8]=[C:7]([NH:9][C:10](=[O:16])[O:11][C:12]([CH3:15])([CH3:14])[CH3:13])[CH:6]=[CH:5][CH:4]=1.CCN(C(C)C)C(C)C.[CH3:26][S:27](Cl)(=[O:29])=[O:28]. The catalyst class is: 10.